Dataset: Reaction yield outcomes from USPTO patents with 853,638 reactions. Task: Predict the reaction yield, written as a fraction of the theoretical maximum amount of product (1.0 means a 100% yield; for example, 0.34 means a 34% yield). (1) The reactants are C(OC)(OC)OC.[N-:8]=[N+:9]=[N-:10].[Na+].[C:12](O)(=O)C.[NH2:16][C:17]1[CH:26]=[C:25]2[C:20]([CH:21]=[C:22]([C:28]3[CH:33]=[CH:32][CH:31]=[CH:30][C:29]=3[C:34]([F:37])([F:36])[F:35])[NH:23][C:24]2=[O:27])=[CH:19][CH:18]=1. The catalyst is O. The product is [N:16]1([C:17]2[CH:26]=[C:25]3[C:20]([CH:21]=[C:22]([C:28]4[CH:33]=[CH:32][CH:31]=[CH:30][C:29]=4[C:34]([F:37])([F:35])[F:36])[NH:23][C:24]3=[O:27])=[CH:19][CH:18]=2)[CH:12]=[N:10][N:9]=[N:8]1. The yield is 0.830. (2) The reactants are [CH:1]1[C:14]2[NH:13][C:12]3[C:7](=[CH:8][CH:9]=[CH:10][CH:11]=3)[Se:6][C:5]=2[CH:4]=[CH:3][CH:2]=1.BrBr.O.[Br-].[Br:19][C:20]1[CH:21]=[CH:22][C:23]2[NH:24][C:25]3[C:30]([SeH+]C=2C=1)=[CH:29][C:28](Br)=CC=3. The catalyst is C(O)(=O)C. The product is [Br-:19].[CH2:12]([N:13]([C:3]1[CH:2]=[CH:1][C:14]2[NH:13][C:12]3[C:7]([SeH+:6][C:5]=2[CH:4]=1)=[CH:8][C:9]([N:24]([CH2:23][CH2:22][CH2:21][CH3:20])[CH2:25][CH2:30][CH2:29][CH3:28])=[CH:10][CH:11]=3)[CH2:14][CH2:5][CH2:4][CH3:3])[CH2:11][CH2:10][CH3:9]. The yield is 0.170.